Dataset: Forward reaction prediction with 1.9M reactions from USPTO patents (1976-2016). Task: Predict the product of the given reaction. (1) Given the reactants [C:1]([C:4]1[CH:5]=[CH:6][C:7]([O:22][CH3:23])=[C:8]([C:10]2[C:11]([CH:20]=[O:21])=[CH:12][C:13]([C:16]([F:19])([F:18])[F:17])=[CH:14][CH:15]=2)[CH:9]=1)([CH3:3])=[CH2:2].[BH4-].[Na+], predict the reaction product. The product is: [C:1]([C:4]1[CH:5]=[CH:6][C:7]([O:22][CH3:23])=[C:8]([C:10]2[CH:15]=[CH:14][C:13]([C:16]([F:17])([F:18])[F:19])=[CH:12][C:11]=2[CH2:20][OH:21])[CH:9]=1)([CH3:3])=[CH2:2]. (2) Given the reactants [C:1]([OH:9])(=O)/[C:2](=[C:4](\[CH:6]=O)/[Cl:5])/[Cl:3].[CH3:10][C:11]1[CH:12]=[C:13]([NH:17][NH2:18])[CH:14]=[CH:15][CH:16]=1, predict the reaction product. The product is: [Cl:3][C:2]1[C:1](=[O:9])[N:17]([C:13]2[CH:14]=[CH:15][CH:16]=[C:11]([CH3:10])[CH:12]=2)[N:18]=[CH:6][C:4]=1[Cl:5]. (3) Given the reactants [CH:1]12[CH2:7][CH:4]([CH2:5][CH2:6]1)[C:3](=O)[C:2]2=O.COP([CH2:16][C:17](=O)[C:18]([CH:21]1[CH2:23][CH2:22]1)([CH3:20])[CH3:19])(=O)OC.O.[NH2:26][NH2:27], predict the reaction product. The product is: [CH:21]1([C:18]([C:17]2[CH:16]=[C:3]3[C:2]([CH:1]4[CH2:7][CH:4]3[CH2:5][CH2:6]4)=[N:27][N:26]=2)([CH3:20])[CH3:19])[CH2:23][CH2:22]1.